This data is from Full USPTO retrosynthesis dataset with 1.9M reactions from patents (1976-2016). The task is: Predict the reactants needed to synthesize the given product. Given the product [N:1]1[C:10]2[C:5](=[CH:6][CH:7]=[CH:8][CH:9]=2)[CH:4]=[CH:3][C:2]=1[N:11]1[CH2:14][CH:13]([O:15][C:16]2[C:17]([N:22]3[CH2:27][CH2:26][CH:25]([CH:28]([OH:30])[CH3:29])[CH2:24][CH2:23]3)=[N:18][CH:19]=[CH:20][N:21]=2)[CH2:12]1, predict the reactants needed to synthesize it. The reactants are: [N:1]1[C:10]2[C:5](=[CH:6][CH:7]=[CH:8][CH:9]=2)[CH:4]=[CH:3][C:2]=1[N:11]1[CH2:14][CH:13]([O:15][C:16]2[C:17]([N:22]3[CH2:27][CH2:26][CH:25]([C:28](=[O:30])[CH3:29])[CH2:24][CH2:23]3)=[N:18][CH:19]=[CH:20][N:21]=2)[CH2:12]1.[BH4-].[BH4-].[BH4-].[BH4-].[Na+].[Na+].[Na+].[Na+].[Cl-].[NH4+].